This data is from Forward reaction prediction with 1.9M reactions from USPTO patents (1976-2016). The task is: Predict the product of the given reaction. (1) Given the reactants [NH2:1][C:2]1[CH:3]=[C:4]2[C:8](=[CH:9][CH:10]=1)[CH2:7][CH2:6][CH2:5]2.Cl[CH2:12][CH2:13][C:14]([O:16][CH2:17][CH3:18])=[O:15].C(=O)([O-])[O-].[K+].[K+], predict the reaction product. The product is: [CH2:17]([O:16][C:14](=[O:15])[CH2:13][CH2:12][NH:1][C:2]1[CH:3]=[C:4]2[C:8](=[CH:9][CH:10]=1)[CH2:7][CH2:6][CH2:5]2)[CH3:18]. (2) Given the reactants [F:1][C:2]([F:18])([CH:7]([O:12]C(=O)C(C)=C)[CH2:8][CH:9]([CH3:11])[CH3:10])[C:3]([O:5][CH3:6])=[O:4].[CH3:19][O:20][CH2:21]CO.C1C=CC=CC=1, predict the reaction product. The product is: [F:18][C:2]([F:1])([CH:7]([OH:12])[CH2:8][CH:9]([CH3:10])[CH3:11])[C:3]([O:5][CH2:6][CH2:19][O:20][CH3:21])=[O:4]. (3) Given the reactants [CH3:1][C:2]1[CH:3]=[C:4]([CH:6]=[CH:7][C:8]=1[CH3:9])[NH2:5].Br[C:11]1[CH:16]=[CH:15][CH:14]=[CH:13][CH:12]=1.CC(C)([O-])C.[Na+], predict the reaction product. The product is: [C:11]1([NH:5][C:4]2[CH:6]=[CH:7][C:8]([CH3:9])=[C:2]([CH3:1])[CH:3]=2)[CH:16]=[CH:15][CH:14]=[CH:13][CH:12]=1. (4) Given the reactants Cl.[Cl:2][C:3]1[CH:8]=[CH:7][C:6]([NH:9][NH2:10])=[CH:5][CH:4]=1.C(OCC)C.C(=O)(O)[O-].[Na+], predict the reaction product. The product is: [Cl:2][C:3]1[CH:8]=[CH:7][C:6]([NH:9][NH2:10])=[CH:5][CH:4]=1. (5) Given the reactants [CH3:1][O:2][C:3]1[CH:18]=[C:17]([O:19][CH3:20])[CH:16]=[CH:15][C:4]=1[CH2:5][NH:6][C:7]1[C:12]([C:13]#[N:14])=[CH:11][CH:10]=[CH:9][N:8]=1.[H-].[H-].[H-].[H-].[Li+].[Al+3], predict the reaction product. The product is: [CH3:1][O:2][C:3]1[CH:18]=[C:17]([O:19][CH3:20])[CH:16]=[CH:15][C:4]=1[CH2:5][NH:6][C:7]1[C:12]([CH2:13][NH2:14])=[CH:11][CH:10]=[CH:9][N:8]=1. (6) Given the reactants [Cl:1][C:2]1[CH:3]=[C:4]2[C:9](=[CH:10][CH:11]=1)[CH:8]=[C:7]([S:12]([N:15]([C@H:21]1[CH2:25][CH2:24][N:23]([C@@H:26]([CH3:35])[C:27]([N:29]3[CH2:34][CH2:33][O:32][CH2:31][CH2:30]3)=[O:28])[C:22]1=[O:36])[CH2:16][C:17]([O:19]C)=[O:18])(=[O:14])=[O:13])[CH:6]=[CH:5]2.[OH-].[Li+].Cl, predict the reaction product. The product is: [Cl:1][C:2]1[CH:3]=[C:4]2[C:9](=[CH:10][CH:11]=1)[CH:8]=[C:7]([S:12]([N:15]([C@H:21]1[CH2:25][CH2:24][N:23]([C@@H:26]([CH3:35])[C:27]([N:29]3[CH2:34][CH2:33][O:32][CH2:31][CH2:30]3)=[O:28])[C:22]1=[O:36])[CH2:16][C:17]([OH:19])=[O:18])(=[O:14])=[O:13])[CH:6]=[CH:5]2. (7) Given the reactants [CH3:1][O:2][C:3]1[CH:8]=[CH:7][C:6](B(O)O)=[CH:5][CH:4]=1.Br[C:13]1[S:17][C:16]([S:18]([N:21]2[CH:25]=[CH:24][CH:23]=[CH:22]2)(=[O:20])=[O:19])=[CH:15][CH:14]=1, predict the reaction product. The product is: [CH3:1][O:2][C:3]1[CH:8]=[CH:7][C:6]([C:13]2[S:17][C:16]([S:18]([N:21]3[CH:25]=[CH:24][CH:23]=[CH:22]3)(=[O:19])=[O:20])=[CH:15][CH:14]=2)=[CH:5][CH:4]=1.